From a dataset of Retrosynthesis with 50K atom-mapped reactions and 10 reaction types from USPTO. Predict the reactants needed to synthesize the given product. (1) Given the product CC(C)(C)OC(=O)N1CCN(c2nc(-c3ccnc(Cl)c3)nc3cncc(Cl)c23)CC1, predict the reactants needed to synthesize it. The reactants are: CC(C)(C)OC(=O)N1CCNCC1.Oc1nc(-c2ccnc(Cl)c2)nc2cncc(Cl)c12. (2) The reactants are: NCc1nccs1.O=C(O)c1[nH]c2ccc(Br)cc2c1S(=O)(=O)N1CCCC1. Given the product O=C(NCc1nccs1)c1[nH]c2ccc(Br)cc2c1S(=O)(=O)N1CCCC1, predict the reactants needed to synthesize it. (3) Given the product CON(C)C(=O)C1CC1C#N, predict the reactants needed to synthesize it. The reactants are: CCOC(=O)C1CC1C#N.CNOC. (4) Given the product O=C(CCl)Nc1cc(Cl)ccc1O, predict the reactants needed to synthesize it. The reactants are: Nc1cc(Cl)ccc1O.O=C(Cl)CCl. (5) Given the product Cc1cccc(CO[C@@H]2CCC[C@H](OCCN(CCCc3ccccc3)C(=O)Nc3ccccc3)C2)c1C(=O)O, predict the reactants needed to synthesize it. The reactants are: Cc1cccc(CO[C@@H]2CCC[C@H](OCCNCCCc3ccccc3)C2)c1C(=O)O.O=C=Nc1ccccc1. (6) Given the product O=C(NCC1(c2ccc(F)nc2)CCC(F)(F)CC1)c1cccc(Cl)c1F, predict the reactants needed to synthesize it. The reactants are: NCC1(c2ccc(F)nc2)CCC(F)(F)CC1.O=C(O)c1cccc(Cl)c1F. (7) Given the product Cc1cc(OCc2ccc(-c3ccc(C(F)(F)F)cc3)nn2)ccc1OC(C)(C)C(=O)O, predict the reactants needed to synthesize it. The reactants are: CCOC(=O)C(C)(C)Oc1ccc(OCc2ccc(-c3ccc(C(F)(F)F)cc3)nn2)cc1C.